From a dataset of Forward reaction prediction with 1.9M reactions from USPTO patents (1976-2016). Predict the product of the given reaction. (1) Given the reactants [Cl:1][C:2]1[CH:3]=[C:4]([OH:9])[CH:5]=[CH:6][C:7]=1[Cl:8].[Cl:10][CH2:11][CH2:12][C@H:13]([C:15]1[CH:20]=[CH:19][CH:18]=[CH:17][CH:16]=1)O, predict the reaction product. The product is: [Cl:8][C:7]1[CH:6]=[CH:5][C:4]([O:9][C@H:13]([C:15]2[CH:20]=[CH:19][CH:18]=[CH:17][CH:16]=2)[CH2:12][CH2:11][Cl:10])=[CH:3][C:2]=1[Cl:1]. (2) Given the reactants [OH:1][CH:2]1[CH2:5][N:4]([C:6]([O:8][C:9]([CH3:12])([CH3:11])[CH3:10])=[O:7])[CH2:3]1.[CH:13]1C=CC(P(C2C=CC=CC=2)C2C=CC=CC=2)=CC=1.C[CH:33]([O:35][C:36](/N=N/[C:36]([O:35][CH:33](C)C)=[O:37])=[O:37])C.[C:46]1([CH3:52])[CH:51]=[CH:50][CH:49]=[CH:48][CH:47]=1, predict the reaction product. The product is: [CH3:33][O:35][C:36](=[O:37])/[CH:13]=[CH:52]/[C:46]1[CH:51]=[CH:50][C:49]([O:1][CH:2]2[CH2:3][N:4]([C:6]([O:8][C:9]([CH3:12])([CH3:11])[CH3:10])=[O:7])[CH2:5]2)=[CH:48][CH:47]=1. (3) Given the reactants [F:1][C:2]1[C:11]2[N:10]=[C:9]([CH:12]([CH3:14])[CH3:13])[C:8]([CH2:15][C:16]3[CH:21]=[CH:20][C:19]([N:22]4[CH:26]=[CH:25][CH:24]=[N:23]4)=[CH:18][CH:17]=3)=[C:7]([CH3:27])[C:6]=2[C:5]([OH:28])=[CH:4][CH:3]=1.C(=O)([O-])[O-].[K+].[K+].CN(C)C=O.Br[CH2:41][C:42]([O:44][CH3:45])=[O:43], predict the reaction product. The product is: [CH3:45][O:44][C:42](=[O:43])[CH2:41][O:28][C:5]1[CH:4]=[CH:3][C:2]([F:1])=[C:11]2[C:6]=1[C:7]([CH3:27])=[C:8]([CH2:15][C:16]1[CH:21]=[CH:20][C:19]([N:22]3[CH:26]=[CH:25][CH:24]=[N:23]3)=[CH:18][CH:17]=1)[C:9]([CH:12]([CH3:13])[CH3:14])=[N:10]2. (4) Given the reactants Br[C:2]1[C:10]2[C:9]([NH:11][C@H:12]([C:14]3[N:19]([C:20]4[CH:25]=[CH:24][CH:23]=[CH:22][CH:21]=4)[C:18](=[O:26])[C:17]4=[C:27]([CH3:30])[CH:28]=[CH:29][N:16]4[N:15]=3)[CH3:13])=[N:8][CH:7]=[N:6][C:5]=2[N:4]([CH2:31][O:32][CH2:33][CH2:34][Si:35]([CH3:38])([CH3:37])[CH3:36])[CH:3]=1.[O:39]1[CH2:44][CH2:43][N:42]([C:45]2[CH:46]=[C:47]([NH:60][S:61]([CH3:64])(=[O:63])=[O:62])[CH:48]=[C:49](B3OC(C)(C)C(C)(C)O3)[CH:50]=2)[CH2:41][CH2:40]1.C(=O)([O-])[O-].[Na+].[Na+], predict the reaction product. The product is: [CH3:30][C:27]1[CH:28]=[CH:29][N:16]2[C:17]=1[C:18](=[O:26])[N:19]([C:20]1[CH:25]=[CH:24][CH:23]=[CH:22][CH:21]=1)[C:14]([C@@H:12]([NH:11][C:9]1[C:10]3[C:2]([C:49]4[CH:48]=[C:47]([NH:60][S:61]([CH3:64])(=[O:63])=[O:62])[CH:46]=[C:45]([N:42]5[CH2:41][CH2:40][O:39][CH2:44][CH2:43]5)[CH:50]=4)=[CH:3][N:4]([CH2:31][O:32][CH2:33][CH2:34][Si:35]([CH3:36])([CH3:37])[CH3:38])[C:5]=3[N:6]=[CH:7][N:8]=1)[CH3:13])=[N:15]2. (5) Given the reactants [Br:1][C:2]1[CH:3]=[C:4]2[C:10]3([CH2:14][CH2:13][NH:12][CH2:11]3)[CH2:9][N:8]([C:15]([NH:17][C:18]3[S:19][C:20]([Cl:23])=[CH:21][N:22]=3)=[O:16])[C:5]2=[CH:6][CH:7]=1.[CH:24](O)=[O:25].Cl.C(N=C=NCCCN(C)C)C, predict the reaction product. The product is: [Br:1][C:2]1[CH:3]=[C:4]2[C:10]3([CH2:14][CH2:13][N:12]([CH:24]=[O:25])[CH2:11]3)[CH2:9][N:8]([C:15]([NH:17][C:18]3[S:19][C:20]([Cl:23])=[CH:21][N:22]=3)=[O:16])[C:5]2=[CH:6][CH:7]=1. (6) Given the reactants CC(C)([O-])C.[K+].[Cl-].[CH3:8][O:9][CH2:10][P+](C1C=CC=CC=1)(C1C=CC=CC=1)C1C=CC=CC=1.[F:30][C:31]([F:41])([F:40])[C:32]1[CH:39]=[CH:38][C:35]([CH:36]=O)=[CH:34][CH:33]=1.O, predict the reaction product. The product is: [CH3:8][O:9][CH:10]=[CH:36][C:35]1[CH:38]=[CH:39][C:32]([C:31]([F:41])([F:40])[F:30])=[CH:33][CH:34]=1. (7) Given the reactants N(OC(C)(C)C)=O.N[C:9]1[C:10]([O:35][C:36]2[CH:41]=[CH:40][CH:39]=[CH:38][CH:37]=2)=[CH:11][C:12]([C:25]2[CH:26]=[CH:27][C:28]3[O:33][CH2:32][CH2:31][CH2:30][C:29]=3[CH:34]=2)=[C:13]([CH:15]([O:20][C:21]([CH3:24])([CH3:23])[CH3:22])[C:16]([O:18][CH3:19])=[O:17])[CH:14]=1, predict the reaction product. The product is: [C:21]([O:20][CH:15]([C:13]1[CH:14]=[CH:9][C:10]([O:35][C:36]2[CH:41]=[CH:40][CH:39]=[CH:38][CH:37]=2)=[CH:11][C:12]=1[C:25]1[CH:26]=[CH:27][C:28]2[O:33][CH2:32][CH2:31][CH2:30][C:29]=2[CH:34]=1)[C:16]([O:18][CH3:19])=[O:17])([CH3:24])([CH3:22])[CH3:23]. (8) Given the reactants [CH3:1][C:2]1[C:3]([N:18]2[CH2:23][CH2:22][N:21]([CH3:24])[CH2:20][CH2:19]2)=[C:4]([CH2:11][N:12]2[CH2:17][CH2:16][O:15][CH2:14][CH2:13]2)[CH:5]=[C:6]([N+:8]([O-])=O)[CH:7]=1.N1CCNCC1.C([O-])=O.[NH4+], predict the reaction product. The product is: [CH3:1][C:2]1[CH:7]=[C:6]([CH:5]=[C:4]([CH2:11][N:12]2[CH2:17][CH2:16][O:15][CH2:14][CH2:13]2)[C:3]=1[N:18]1[CH2:23][CH2:22][N:21]([CH3:24])[CH2:20][CH2:19]1)[NH2:8].